This data is from Catalyst prediction with 721,799 reactions and 888 catalyst types from USPTO. The task is: Predict which catalyst facilitates the given reaction. (1) Reactant: [Al].[CH2:2](Br)[C:3]#[CH:4].[F:6][C:7]([F:27])([F:26])[C:8](=[O:25])[CH2:9][C:10]1([CH3:24])[C:19]2[C:14](=[CH:15][CH:16]=[C:17]([S:20]([CH3:23])(=[O:22])=[O:21])[CH:18]=2)[O:13][CH2:12][CH2:11]1. Product: [F:27][C:7]([F:6])([F:26])[C:8]([CH2:9][C:10]1([CH3:24])[C:19]2[C:14](=[CH:15][CH:16]=[C:17]([S:20]([CH3:23])(=[O:21])=[O:22])[CH:18]=2)[O:13][CH2:12][CH2:11]1)([OH:25])[CH2:4][C:3]#[CH:2]. The catalyst class is: 182. (2) Reactant: [Cl:1][C:2]1[C:11]2[C:6](=[C:7]([N+:12]([O-])=O)[CH:8]=[CH:9][CH:10]=2)[CH:5]=[CH:4][CH:3]=1.[CH3:15][C:16](OC(C)=O)=[O:17]. Product: [NH:12]([C:7]1[C:6]2[C:11](=[C:2]([Cl:1])[CH:3]=[CH:4][CH:5]=2)[CH:10]=[CH:9][CH:8]=1)[C:16]([CH3:15])=[O:17]. The catalyst class is: 292. (3) Reactant: [NH2:1][CH2:2][C:3]1[CH:18]=[CH:17][C:6]2[N:7]([CH2:12][CH2:13][CH:14]([CH3:16])[CH3:15])[C:8]([CH2:10][OH:11])=[N:9][C:5]=2[CH:4]=1.C(N(C(C)C)CC)(C)C.[C:28](O[C:28]([O:30][C:31]([CH3:34])([CH3:33])[CH3:32])=[O:29])([O:30][C:31]([CH3:34])([CH3:33])[CH3:32])=[O:29]. Product: [OH:11][CH2:10][C:8]1[N:7]([CH2:12][CH2:13][CH:14]([CH3:15])[CH3:16])[C:6]2[CH:17]=[CH:18][C:3]([CH2:2][NH:1][C:28](=[O:29])[O:30][C:31]([CH3:34])([CH3:33])[CH3:32])=[CH:4][C:5]=2[N:9]=1. The catalyst class is: 2. (4) Reactant: [F:1][C:2]1[CH:3]=[N:4][N:5]([CH3:15])[C:6]=1[C:7]1[CH:8]=[C:9]([C:12]([OH:14])=O)[S:10][CH:11]=1.[NH2:16][C@@H:17]([CH2:30][C:31]1[CH:36]=[CH:35][CH:34]=[CH:33][C:32]=1[C:37]([F:40])([F:39])[F:38])[CH2:18][N:19]1[C:27](=[O:28])[C:26]2[C:21](=[CH:22][CH:23]=[CH:24][CH:25]=2)[C:20]1=[O:29].C(N(C(C)C)CC)(C)C.C1CN([P+](Br)(N2CCCC2)N2CCCC2)CC1.F[P-](F)(F)(F)(F)F. Product: [O:28]=[C:27]1[C:26]2[C:21](=[CH:22][CH:23]=[CH:24][CH:25]=2)[C:20](=[O:29])[N:19]1[CH2:18][C@@H:17]([NH:16][C:12]([C:9]1[S:10][CH:11]=[C:7]([C:6]2[N:5]([CH3:15])[N:4]=[CH:3][C:2]=2[F:1])[CH:8]=1)=[O:14])[CH2:30][C:31]1[CH:36]=[CH:35][CH:34]=[CH:33][C:32]=1[C:37]([F:39])([F:38])[F:40]. The catalyst class is: 2. (5) Reactant: [OH:1][C:2]1[CH:3]=[C:4]([N+:9]([O-])=O)[CH:5]=[CH:6][C:7]=1O.[CH2:12](Br)[C:13]1[CH:18]=[CH:17][CH:16]=[CH:15][CH:14]=1.[C:20](=[O:23])([O-])[O-].[K+].[K+].S(S([O-])=O)([O-])=O.[Na+].[Na+]. Product: [CH2:12]([O:1][C:2]1[CH:3]=[C:4]([CH:5]=[CH:6][C:7]=1[O:23][CH2:20][C:2]1[CH:3]=[CH:4][CH:5]=[CH:6][CH:7]=1)[NH2:9])[C:13]1[CH:18]=[CH:17][CH:16]=[CH:15][CH:14]=1. The catalyst class is: 21. (6) Reactant: Br[C:2]1[CH:3]=[C:4]2[C:9](=[CH:10][CH:11]=1)[N:8]=[C:7]([C:12]1[CH:13]=[CH:14][C:15]3[N:19]=[C:18]([C@@H:20]4[CH2:32][N:30]5[C:31]6[CH:23]([C@@H:24]([NH:33][C:34](=[O:37])[O:35][CH3:36])[CH2:25][CH2:26][C:27]=6[CH:28]=[CH:29]5)[C:22](=[O:38])[CH2:21]4)[NH:17][C:16]=3[CH:39]=1)[CH:6]=[N:5]2.CC1(C)C(C)(C)[O:44][B:43](B2OC(C)(C)C(C)(C)O2)[O:42]1.C([O-])(=O)C.[K+]. Product: [CH3:36][O:35][C:34]([NH:33][C@@H:24]1[CH:23]2[C:22](=[O:38])[CH2:21][C@H:20]([C:18]3[NH:17][C:16]4[CH:39]=[C:12]([C:7]5[CH:6]=[N:5][C:4]6[C:9](=[CH:10][CH:11]=[C:2]([B:43]([OH:44])[OH:42])[CH:3]=6)[N:8]=5)[CH:13]=[CH:14][C:15]=4[N:19]=3)[CH2:32][N:30]3[C:31]2=[C:27]([CH:28]=[CH:29]3)[CH2:26][CH2:25]1)=[O:37]. The catalyst class is: 12. (7) Reactant: [CH2:1]([NH:3][C:4]([NH:6][C:7]1[N:15]=[CH:14][N:13]=[C:12]2[C:8]=1[N:9]=[CH:10][N:11]2[CH:16]1[CH:23]2[CH:19]([O:20][CH:21](/[CH:24]=[CH:25]/[C:26]3[CH:31]=[CH:30][CH:29]=[CH:28][CH:27]=3)[O:22]2)[CH:18]([CH2:32]O)[O:17]1)=[O:5])[CH3:2].CC(OI1(OC(C)=O)(OC(C)=O)OC(=O)C2C=CC=CC1=2)=O.[CH3:56][O:57][C:58]([CH:60]=P(C1C=CC=CC=1)(C1C=CC=CC=1)C1C=CC=CC=1)=[O:59]. Product: [CH3:56][O:57][C:58](=[O:59])/[CH:60]=[CH:32]/[CH:18]1[CH:19]2[CH:23]([O:22][CH:21]([CH:24]=[CH:25][C:26]3[CH:27]=[CH:28][CH:29]=[CH:30][CH:31]=3)[O:20]2)[CH:16]([N:11]2[CH:10]=[N:9][C:8]3[C:12]2=[N:13][CH:14]=[N:15][C:7]=3[NH:6][C:4]([NH:3][CH2:1][CH3:2])=[O:5])[O:17]1. The catalyst class is: 115. (8) Reactant: Cl[C:2]1[CH:3]=[C:4]([NH:9][C@@H:10]2[C@@H:14]([C:15]3[CH:20]=[CH:19][C:18]([F:21])=[CH:17][CH:16]=3)[CH2:13][N:12]([S:22]([C:25]3[N:26]=[CH:27][N:28]([CH3:30])[CH:29]=3)(=[O:24])=[O:23])[CH2:11]2)[CH:5]=[CH:6][C:7]=1[F:8].[N:31]1[CH:36]=[CH:35][CH:34]=[C:33](B(O)O)[CH:32]=1.C1(P(C2CCCCC2)C2CCCCC2)CCCCC1.P([O-])([O-])([O-])=O.[K+].[K+].[K+]. Product: [F:21][C:18]1[CH:19]=[CH:20][C:15]([C@H:14]2[CH2:13][N:12]([S:22]([C:25]3[N:26]=[CH:27][N:28]([CH3:30])[CH:29]=3)(=[O:24])=[O:23])[CH2:11][C@@H:10]2[NH:9][C:4]2[CH:5]=[CH:6][C:7]([F:8])=[C:2]([C:33]3[CH:32]=[N:31][CH:36]=[CH:35][CH:34]=3)[CH:3]=2)=[CH:16][CH:17]=1. The catalyst class is: 160.